This data is from Forward reaction prediction with 1.9M reactions from USPTO patents (1976-2016). The task is: Predict the product of the given reaction. Given the reactants [C:1]([C:3]1[CH:8]=[CH:7][C:6]([C:9]2[N:10]=[C:11]([CH:14]([CH3:31])[C:15]([C:23]3[CH:28]=[C:27]([F:29])[CH:26]=[CH:25][C:24]=3[F:30])([OH:22])[CH2:16][N:17]3[CH:21]=[N:20][CH:19]=[N:18]3)[S:12][CH:13]=2)=[CH:5][CH:4]=1)#[N:2].[C@@]12(CS(O)(=O)=O)C(C)(C)C(CC1)CC2=O.C(O)(=O)C, predict the reaction product. The product is: [C:1]([C:3]1[CH:8]=[CH:7][C:6]([C:9]2[N:10]=[C:11]([C@H:14]([CH3:31])[C@:15]([C:23]3[CH:28]=[C:27]([F:29])[CH:26]=[CH:25][C:24]=3[F:30])([OH:22])[CH2:16][N:17]3[CH:21]=[N:20][CH:19]=[N:18]3)[S:12][CH:13]=2)=[CH:5][CH:4]=1)#[N:2].